Dataset: Full USPTO retrosynthesis dataset with 1.9M reactions from patents (1976-2016). Task: Predict the reactants needed to synthesize the given product. (1) The reactants are: C([O:5][C:6]([NH:8][CH2:9][C:10]([C:12]1[CH:17]=[CH:16][C:15]([C:18]2[CH:23]=[CH:22][C:21]([C:24]3[NH:28][C:27]([C@@H:29]4[CH2:33][C@H:32]([CH2:34][O:35][CH3:36])[CH2:31][N:30]4[C:37]([O:39][CH2:40][C:41]4[CH:46]=[CH:45][CH:44]=[CH:43][CH:42]=4)=[O:38])=[N:26][CH:25]=3)=[CH:20][CH:19]=2)=[CH:14][CH:13]=1)=[O:11])=O)(C)(C)C.Cl.[CH3:48][O:49][C:50]([NH:52][C@@H:53]([CH:66]([CH3:68])[CH3:67])[C:54]([N:56]1[CH2:60][C@@H:59]([S:61][CH3:62])[CH2:58][C@H:57]1C(O)=O)=[O:55])=[O:51].CN(C(ON1N=NC2C=CC=NC1=2)=[N+](C)C)C.F[P-](F)(F)(F)(F)F.CCN(C(C)C)C(C)C. Given the product [CH3:48][O:49][C:50]([NH:52][C@@H:53]([CH:66]([CH3:68])[CH3:67])[C:54]([N:56]1[CH2:60][C@@H:59]([S:61][CH3:62])[CH2:58][C@H:57]1[C:6]([NH:8][CH2:9][C:10]([C:12]1[CH:13]=[CH:14][C:15]([C:18]2[CH:23]=[CH:22][C:21]([C:24]3[NH:28][C:27]([C@@H:29]4[CH2:33][C@H:32]([CH2:34][O:35][CH3:36])[CH2:31][N:30]4[C:37]([O:39][CH2:40][C:41]4[CH:42]=[CH:43][CH:44]=[CH:45][CH:46]=4)=[O:38])=[N:26][CH:25]=3)=[CH:20][CH:19]=2)=[CH:16][CH:17]=1)=[O:11])=[O:5])=[O:55])=[O:51], predict the reactants needed to synthesize it. (2) The reactants are: [S:1]1[CH:5]=[CH:4][CH:3]=[C:2]1[CH2:6][NH:7][C:8]([C:10]1[CH:20]=[C:13]2[CH:14]=[C:15](Br)[CH:16]=[C:17]([Cl:18])[N:12]2[N:11]=1)=[O:9].[O:21]1[CH:25]=[CH:24][CH:23]=[C:22]1B(O)O.O1CCOCC1. Given the product [S:1]1[CH:5]=[CH:4][CH:3]=[C:2]1[CH2:6][NH:7][C:8]([C:10]1[CH:20]=[C:13]2[CH:14]=[C:15]([C:22]3[O:21][CH:25]=[CH:24][CH:23]=3)[CH:16]=[C:17]([Cl:18])[N:12]2[N:11]=1)=[O:9], predict the reactants needed to synthesize it. (3) Given the product [F:16][C:17]1[CH:18]=[C:19]([C@H:24]2[NH:29][C:28](=[O:30])[C:27]3([CH2:31][O:32][CH2:33][CH2:34][O:35][CH2:36]3)[N:26]([C:9]([O:11][C:12]([CH3:13])([CH3:14])[CH3:15])=[O:10])[CH2:25]2)[CH:20]=[C:21]([F:23])[CH:22]=1, predict the reactants needed to synthesize it. The reactants are: [C:12]([O:11][C:9](O[C:9]([O:11][C:12]([CH3:15])([CH3:14])[CH3:13])=[O:10])=[O:10])([CH3:15])([CH3:14])[CH3:13].[F:16][C:17]1[CH:18]=[C:19]([C@H:24]2[NH:29][C:28](=[O:30])[C:27]3([CH2:36][O:35][CH2:34][CH2:33][O:32][CH2:31]3)[NH:26][CH2:25]2)[CH:20]=[C:21]([F:23])[CH:22]=1.CCN(C(C)C)C(C)C. (4) Given the product [OH:8][C@H:9]1[CH2:14][CH2:13][C@H:12]([O:15][C:16]2[CH:21]=[CH:20][C:19]([S:22]([CH3:25])(=[O:23])=[O:24])=[CH:18][C:17]=2[C:26]2[C:35]3[C:30](=[CH:31][CH:32]=[CH:33][CH:34]=3)[C:29](=[O:36])[N:28]([CH3:37])[CH:27]=2)[CH2:11][CH2:10]1, predict the reactants needed to synthesize it. The reactants are: [Si]([O:8][CH:9]1[CH2:14][CH2:13][CH:12]([O:15][C:16]2[CH:21]=[CH:20][C:19]([S:22]([CH3:25])(=[O:24])=[O:23])=[CH:18][C:17]=2[C:26]2[C:35]3[C:30](=[CH:31][CH:32]=[CH:33][CH:34]=3)[C:29](=[O:36])[N:28]([CH3:37])[CH:27]=2)[CH2:11][CH2:10]1)(C(C)(C)C)(C)C.Cl.CO.